This data is from Forward reaction prediction with 1.9M reactions from USPTO patents (1976-2016). The task is: Predict the product of the given reaction. (1) Given the reactants Cl[C:2]1[N:7]=[CH:6][N:5]=[C:4]([NH2:8])[C:3]=1[O:9][CH:10]([CH3:12])[CH3:11].FC(F)(F)C(O)=O.[N:20]1([CH2:24][CH2:25][N:26]2[CH:30]=[C:29]([C:31]3[CH:36]=[CH:35][C:34]([F:37])=[C:33]([C:38]([F:41])([F:40])[F:39])[CH:32]=3)[N:28]=[C:27]2[CH:42]2[CH2:47][CH2:46][NH:45][CH2:44][CH2:43]2)[CH2:23][CH2:22][CH2:21]1.C([O-])([O-])=O.[Cs+].[Cs+], predict the reaction product. The product is: [N:20]1([CH2:24][CH2:25][N:26]2[CH:30]=[C:29]([C:31]3[CH:36]=[CH:35][C:34]([F:37])=[C:33]([C:38]([F:41])([F:39])[F:40])[CH:32]=3)[N:28]=[C:27]2[CH:42]2[CH2:43][CH2:44][N:45]([C:2]3[N:7]=[CH:6][N:5]=[C:4]([NH2:8])[C:3]=3[O:9][CH:10]([CH3:12])[CH3:11])[CH2:46][CH2:47]2)[CH2:21][CH2:22][CH2:23]1. (2) Given the reactants [C:1]([O:5][C:6](=[O:20])[NH:7][C:8]1[CH:13]=[C:12]([C:14]([F:17])([F:16])[F:15])[C:11]([Cl:18])=[CH:10][C:9]=1[NH2:19])([CH3:4])([CH3:3])[CH3:2].C([O:25][C:26](=O)[CH2:27][C:28](=[O:41])[C:29]1[CH:34]=[CH:33][CH:32]=[C:31]([C:35]2[CH:40]=[CH:39][CH:38]=[CH:37][N:36]=2)[CH:30]=1)(C)(C)C, predict the reaction product. The product is: [C:1]([O:5][C:6](=[O:20])[NH:7][C:8]1[CH:13]=[C:12]([C:14]([F:17])([F:16])[F:15])[C:11]([Cl:18])=[CH:10][C:9]=1[NH:19][C:26](=[O:25])[CH2:27][C:28](=[O:41])[C:29]1[CH:34]=[CH:33][CH:32]=[C:31]([C:35]2[CH:40]=[CH:39][CH:38]=[CH:37][N:36]=2)[CH:30]=1)([CH3:4])([CH3:2])[CH3:3]. (3) The product is: [OH:11][C:10]1[C:9]([C:13]([NH2:15])=[O:14])=[N:8][C:4]([CH3:6])=[CH:3][N:12]=1. Given the reactants [OH-].[Na+].[CH3:3][C:4]([CH:6]=O)=O.[NH2:8][CH:9]([C:13]([NH2:15])=[O:14])[C:10]([NH2:12])=[O:11].Cl, predict the reaction product. (4) Given the reactants C([N:8]1[CH2:16][C:15]2[C:10](=[CH:11][CH:12]=[C:13]([C:17]3([OH:22])[CH2:21][CH2:20][O:19][CH2:18]3)[CH:14]=2)[CH2:9]1)C1C=CC=CC=1.[H][H], predict the reaction product. The product is: [CH2:9]1[C:10]2[C:15](=[CH:14][C:13]([C:17]3([OH:22])[CH2:21][CH2:20][O:19][CH2:18]3)=[CH:12][CH:11]=2)[CH2:16][NH:8]1.